From a dataset of Full USPTO retrosynthesis dataset with 1.9M reactions from patents (1976-2016). Predict the reactants needed to synthesize the given product. Given the product [NH2:42][C@H:43]([C:47]([NH:49][C@H:50]([C:52]([NH:1][C@H:2]([C:11]([OH:13])=[O:12])[CH2:3][C:4](=[O:10])[O:5][C:6]([CH3:9])([CH3:7])[CH3:8])=[O:53])[CH3:51])=[O:48])[CH:44]([CH3:45])[CH3:46], predict the reactants needed to synthesize it. The reactants are: [NH2:1][C@H:2]([C:11]([OH:13])=[O:12])[CH2:3][C:4](=[O:10])[O:5][C:6]([CH3:9])([CH3:8])[CH3:7].C[Si](C([Si](C)(C)C)C(N)=O)(C)C.CN1CCOCC1.C(OC(Cl)=O)C(C)C.Cl.[NH2:42][C@H:43]([C:47]([NH:49][C@H:50]([C:52](O)=[O:53])[CH3:51])=[O:48])[CH:44]([CH3:46])[CH3:45].